This data is from Reaction yield outcomes from USPTO patents with 853,638 reactions. The task is: Predict the reaction yield, written as a fraction of the theoretical maximum amount of product (1.0 means a 100% yield; for example, 0.34 means a 34% yield). (1) The yield is 0.0700. The product is [F:20][C:21]([F:25])([F:24])[CH2:22][O:1][C:2]1[CH:6]=[C:5]([N:7]2[C:15](=[O:16])[C:14]3[C:9](=[CH:10][CH:11]=[CH:12][CH:13]=3)[C:8]2=[O:17])[NH:4][N:3]=1. The reactants are [OH:1][C:2]1[CH:6]=[C:5]([N:7]2[C:15](=[O:16])[C:14]3[C:9](=[CH:10][CH:11]=[CH:12][CH:13]=3)[C:8]2=[O:17])[NH:4][N:3]=1.[H-].[Na+].[F:20][C:21]([F:25])([F:24])[CH2:22]I.C(=O)([O-])O.[Na+]. The catalyst is CN(C)C=O.O. (2) The reactants are [O:1]=[C:2]1[C:7]([C:8]([O:10]C)=[O:9])=[CH:6][CH:5]=[CH:4][N:3]1[C:12]1[CH:17]=[CH:16][CH:15]=[CH:14][N:13]=1.[OH-].[Na+].C(O)(C(F)(F)F)=O. The catalyst is CO. The product is [O:1]=[C:2]1[C:7]([C:8]([OH:10])=[O:9])=[CH:6][CH:5]=[CH:4][N:3]1[C:12]1[CH:17]=[CH:16][CH:15]=[CH:14][N:13]=1. The yield is 0.550. (3) The product is [CH3:3][CH2:4][CH2:5][CH2:6][CH2:7][CH2:8][CH2:9][CH2:10][CH2:11][CH2:12][CH2:13][CH2:14][CH2:15][CH2:16][CH2:17][C:18]([OH:20])=[O:19]. No catalyst specified. The yield is 0.0300. The reactants are CC[CH2:3][CH2:4][CH2:5][CH2:6][CH2:7][CH2:8][CH2:9][CH2:10][CH2:11][CH2:12][CH2:13][CH2:14][CH2:15][CH2:16][CH2:17][C:18]([OH:20])=[O:19].CCCCCCCC/C=C\CCCCCCCC(O)=O. (4) The product is [Br:1][C:2]1[N:7]=[CH:6][C:5]([CH:8]=[O:9])=[C:4]([Cl:12])[CH:3]=1. The reactants are [Br:1][C:2]1[N:7]=[CH:6][C:5]([C:8](OC)=[O:9])=[C:4]([Cl:12])[CH:3]=1.[H-].C([Al+]CC(C)C)C(C)C. The catalyst is ClCCl. The yield is 0.550. (5) The reactants are [CH:1]([CH:3]1[S:7][C:6]([C:8]2[NH:9][C:10]3[C:15]([CH:16]=2)=[CH:14][CH:13]=[CH:12][C:11]=3[N:17]([CH3:27])[S:18]([C:21]2[CH:26]=[CH:25][CH:24]=[CH:23][N:22]=2)(=[O:20])=[O:19])=[N:5][CH2:4]1)=[O:2].[BH4-].[Na+].[Cl-].[NH4+]. The catalyst is O1CCCC1.C(O)C. The product is [OH:2][CH2:1][CH:3]1[S:7][C:6]([C:8]2[NH:9][C:10]3[C:15]([CH:16]=2)=[CH:14][CH:13]=[CH:12][C:11]=3[N:17]([CH3:27])[S:18]([C:21]2[CH:26]=[CH:25][CH:24]=[CH:23][N:22]=2)(=[O:19])=[O:20])=[N:5][CH2:4]1. The yield is 0.800. (6) The reactants are [O:1]=[C:2]1[C:7]2[C:8]([C:13]3[CH:18]=[CH:17][CH:16]=[CH:15][CH:14]=3)=[C:9]([CH:11]=O)[NH:10][C:6]=2[CH2:5][CH2:4][NH:3]1.[Cl:19][C:20]1[CH:21]=[C:22]2[C:26](=[CH:27][CH:28]=1)[NH:25][C:24](=[O:29])[CH2:23]2. No catalyst specified. The product is [Cl:19][C:20]1[CH:21]=[C:22]2[C:26](=[CH:27][CH:28]=1)[NH:25][C:24](=[O:29])[C:23]2=[CH:11][C:9]1[NH:10][C:6]2[CH2:5][CH2:4][NH:3][C:2](=[O:1])[C:7]=2[C:8]=1[C:13]1[CH:18]=[CH:17][CH:16]=[CH:15][CH:14]=1. The yield is 0.319.